The task is: Predict the reactants needed to synthesize the given product.. This data is from Full USPTO retrosynthesis dataset with 1.9M reactions from patents (1976-2016). (1) Given the product [CH2:26]([C:25]1[N:13]([CH2:12][CH2:11][CH2:10][CH2:9][O:8][Si:1]([C:4]([CH3:7])([CH3:6])[CH3:5])([CH3:3])[CH3:2])[C:14]2[C:23]3[CH:22]=[CH:21][CH:20]=[CH:19][C:18]=3[N:17]=[CH:16][C:15]=2[N:24]=1)[CH2:27][CH2:28][CH3:29], predict the reactants needed to synthesize it. The reactants are: [Si:1]([O:8][CH2:9][CH2:10][CH2:11][CH2:12][NH:13][C:14]1[C:23]2[C:18](=[CH:19][CH:20]=[CH:21][CH:22]=2)[N:17]=[CH:16][C:15]=1[NH2:24])([C:4]([CH3:7])([CH3:6])[CH3:5])([CH3:3])[CH3:2].[C:25](OC)(OC)(OC)[CH2:26][CH2:27][CH2:28][CH3:29]. (2) Given the product [C:21]([O:29][CH2:30][C@@H:31]1[C:35]([O:37][C:38](=[O:40])[CH3:39])([CH3:36])[C@:34]([F:42])([CH3:41])[CH:33]([N:1]2[CH:8]=[CH:7][C:5](=[O:6])[NH:4][C:2]2=[O:3])[O:32]1)(=[O:28])[C:22]1[CH:23]=[CH:24][CH:25]=[CH:26][CH:27]=1, predict the reactants needed to synthesize it. The reactants are: [NH:1]1[CH:8]=[CH:7][C:5](=[O:6])[NH:4][C:2]1=[O:3].C/C(/O[Si](C)(C)C)=N\[Si](C)(C)C.[C:21]([O:29][CH2:30][C@@H:31]1[C:35]([O:37][C:38](=[O:40])[CH3:39])([CH3:36])[C@:34]([F:42])([CH3:41])[CH:33](OC(=O)C)[O:32]1)(=[O:28])[C:22]1[CH:27]=[CH:26][CH:25]=[CH:24][CH:23]=1.Cl[Sn](Cl)(Cl)Cl.C(=O)(O)[O-].[Na+]. (3) Given the product [NH2:16][C:17]1[CH:25]=[CH:24][C:20]([C:21]([NH:9][CH2:8][C:7]2[CH:10]=[C:3]([Cl:2])[CH:4]=[CH:5][C:6]=2[S:11]([CH2:14][CH3:15])(=[O:13])=[O:12])=[O:22])=[CH:19][C:18]=1[C:26]([F:27])([F:28])[F:29], predict the reactants needed to synthesize it. The reactants are: Cl.[Cl:2][C:3]1[CH:4]=[CH:5][C:6]([S:11]([CH2:14][CH3:15])(=[O:13])=[O:12])=[C:7]([CH:10]=1)[CH2:8][NH2:9].[NH2:16][C:17]1[CH:25]=[CH:24][C:20]([C:21](O)=[O:22])=[CH:19][C:18]=1[C:26]([F:29])([F:28])[F:27]. (4) Given the product [Br:1][C:2]1[CH:7]=[CH:6][CH:5]=[C:4]([CH2:8][CH2:9][CH2:10][C:11]([F:12])([F:13])[F:14])[CH:3]=1, predict the reactants needed to synthesize it. The reactants are: [Br:1][C:2]1[CH:3]=[C:4]([C:8](=O)[CH2:9][CH2:10][C:11]([F:14])([F:13])[F:12])[CH:5]=[CH:6][CH:7]=1.O.NN.[OH-].[K+]. (5) The reactants are: [NH2:1][C:2]1[CH:7]=[C:6]([CH2:8][CH2:9][NH2:10])[CH:5]=[CH:4][C:3]=1[OH:11].N([O-])=O.[Na+].[N-:16]=[N+:17]=[N-].[Na+]. Given the product [NH2:10][CH2:9][CH2:8][C:6]1[CH:5]=[CH:4][C:3]([OH:11])=[C:2]([N:1]=[N+:16]=[N-:17])[CH:7]=1, predict the reactants needed to synthesize it. (6) Given the product [C:16]([C:13]1[CH:12]=[CH:11][C:10]([C:9]2[O:8][C:7]([CH3:21])=[N:6][C:5]=2[C:3]([OH:4])=[O:2])=[CH:15][CH:14]=1)([OH:18])=[O:17], predict the reactants needed to synthesize it. The reactants are: C[O:2][C:3]([C:5]1[N:6]=[C:7]([CH3:21])[O:8][C:9]=1[C:10]1[CH:15]=[CH:14][C:13]([C:16]([O:18]CC)=[O:17])=[CH:12][CH:11]=1)=[O:4].[OH-].[Na+]. (7) Given the product [C:1]([S:20][CH2:21][CH2:22][NH:23][C:24]1[N:34]=[CH:33][CH:32]=[CH:31][C:25]=1[C:26]([O-:28])=[O:27])([C:14]1[CH:19]=[CH:18][CH:17]=[CH:16][CH:15]=1)([C:8]1[CH:9]=[CH:10][CH:11]=[CH:12][CH:13]=1)[C:2]1[CH:7]=[CH:6][CH:5]=[CH:4][CH:3]=1.[Li+:38], predict the reactants needed to synthesize it. The reactants are: [C:1]([S:20][CH2:21][CH2:22][NH:23][C:24]1[N:34]=[CH:33][CH:32]=[CH:31][C:25]=1[C:26]([O:28]CC)=[O:27])([C:14]1[CH:19]=[CH:18][CH:17]=[CH:16][CH:15]=1)([C:8]1[CH:13]=[CH:12][CH:11]=[CH:10][CH:9]=1)[C:2]1[CH:7]=[CH:6][CH:5]=[CH:4][CH:3]=1.CO.O.[Li+:38].[OH-]. (8) The reactants are: C[O:2][C:3]([C:5]1[CH:32]=[CH:31][C:8]2[N:9]([CH2:29][CH3:30])[C:10]([NH:12][C:13]3[S:14][C:15]4[CH:21]=[C:20]([O:22][C:23]5[CH:24]=[N:25][CH:26]=[CH:27][CH:28]=5)[CH:19]=[CH:18][C:16]=4[N:17]=3)=[N:11][C:7]=2[CH:6]=1)=[O:4].[OH-].[Na+].CO. Given the product [CH2:29]([N:9]1[C:8]2[CH:31]=[CH:32][C:5]([C:3]([OH:4])=[O:2])=[CH:6][C:7]=2[N:11]=[C:10]1[NH:12][C:13]1[S:14][C:15]2[CH:21]=[C:20]([O:22][C:23]3[CH:24]=[N:25][CH:26]=[CH:27][CH:28]=3)[CH:19]=[CH:18][C:16]=2[N:17]=1)[CH3:30], predict the reactants needed to synthesize it. (9) The reactants are: [F:1][C:2]1[CH:3]=[C:4]([CH:18](O)C)[CH:5]=[C:6]([F:17])[C:7]=1[B:8]1[O:12][C:11]([CH3:14])([CH3:13])[C:10]([CH3:16])([CH3:15])[O:9]1.FC1C=C(C)C=C(F)C=1.C([Li])CCC. Given the product [F:17][C:6]1[CH:5]=[C:4]([CH3:18])[CH:3]=[C:2]([F:1])[C:7]=1[B:8]1[O:12][C:11]([CH3:14])([CH3:13])[C:10]([CH3:16])([CH3:15])[O:9]1, predict the reactants needed to synthesize it. (10) The reactants are: I[CH:2]([CH3:4])[CH3:3].[CH2:5]([O:9][C:10]1[N:18]=[C:17]2[C:13]([N:14]=[C:15]([O:26]C)[N:16]2[CH2:19][CH:20]2[CH2:25][CH2:24][CH2:23][NH:22][CH2:21]2)=[C:12]([NH2:28])[N:11]=1)[CH2:6][CH2:7][CH3:8].CCN(C(C)C)C(C)C.CS(C)=O. Given the product [NH2:28][C:12]1[N:11]=[C:10]([O:9][CH2:5][CH2:6][CH2:7][CH3:8])[N:18]=[C:17]2[C:13]=1[NH:14][C:15](=[O:26])[N:16]2[CH2:19][CH:20]1[CH2:25][CH2:24][CH2:23][N:22]([CH:2]([CH3:4])[CH3:3])[CH2:21]1, predict the reactants needed to synthesize it.